The task is: Predict the reaction yield, written as a fraction of the theoretical maximum amount of product (1.0 means a 100% yield; for example, 0.34 means a 34% yield).. This data is from Reaction yield outcomes from USPTO patents with 853,638 reactions. (1) The reactants are [CH2:1]([N:4]1[CH:8]=[CH:7][N:6]=[C:5]1[C:9]1[S:10][CH:11]=[CH:12][C:13]=1[C:14]1[CH:19]=[CH:18][C:17]([Cl:20])=[CH:16][C:15]=1[Cl:21])[CH:2]=[CH2:3].C([Li])CCC.CCCCCC.[I:33]I. The catalyst is C1COCC1. The product is [CH2:1]([N:4]1[CH:8]=[CH:7][N:6]=[C:5]1[C:9]1[S:10][C:11]([I:33])=[CH:12][C:13]=1[C:14]1[CH:19]=[CH:18][C:17]([Cl:20])=[CH:16][C:15]=1[Cl:21])[CH:2]=[CH2:3]. The yield is 0.710. (2) The reactants are [C:1]([NH:4][C:5]1[CH:13]=[CH:12][CH:11]=[C:10]2[C:6]=1[C:7](=[O:33])[N:8]([CH:15]([C:20]1[CH:25]=[CH:24][C:23]([O:26][CH:27]([F:29])[F:28])=[C:22]([O:30][CH2:31][CH3:32])[CH:21]=1)[CH2:16][C:17](O)=[O:18])[C:9]2=[O:14])(=[O:3])[CH3:2].C1N=C[N:36](C(N2C=NC=C2)=O)C=1.[NH4+].[OH-]. The catalyst is C1COCC1. The product is [C:1]([NH:4][C:5]1[CH:13]=[CH:12][CH:11]=[C:10]2[C:6]=1[C:7](=[O:33])[N:8]([CH:15]([C:20]1[CH:25]=[CH:24][C:23]([O:26][CH:27]([F:28])[F:29])=[C:22]([O:30][CH2:31][CH3:32])[CH:21]=1)[CH2:16][C:17]([NH2:36])=[O:18])[C:9]2=[O:14])(=[O:3])[CH3:2]. The yield is 0.800.